From a dataset of Reaction yield outcomes from USPTO patents with 853,638 reactions. Predict the reaction yield, written as a fraction of the theoretical maximum amount of product (1.0 means a 100% yield; for example, 0.34 means a 34% yield). The reactants are [CH3:1][O:2][C:3](=[O:32])[CH2:4][N:5]1[C:13]2[C:8](=[CH:9][C:10]([S:14][CH2:15][C:16]3[S:20][C:19]([C:21]4[CH:26]=[CH:25][C:24]([C:27]([F:30])([F:29])[F:28])=[CH:23][CH:22]=4)=[N:18][C:17]=3[CH3:31])=[CH:11][CH:12]=2)[CH2:7][CH2:6]1.ClC1C(=O)C(=O)C(Cl)=C(Cl)C=1Cl. The catalyst is CCOCC. The product is [CH3:1][O:2][C:3](=[O:32])[CH2:4][N:5]1[C:13]2[C:8](=[CH:9][C:10]([S:14][CH2:15][C:16]3[S:20][C:19]([C:21]4[CH:26]=[CH:25][C:24]([C:27]([F:30])([F:29])[F:28])=[CH:23][CH:22]=4)=[N:18][C:17]=3[CH3:31])=[CH:11][CH:12]=2)[CH:7]=[CH:6]1. The yield is 0.150.